Dataset: Catalyst prediction with 721,799 reactions and 888 catalyst types from USPTO. Task: Predict which catalyst facilitates the given reaction. (1) Reactant: [CH2:1]([N:3]([CH2:27][CH:28]1[CH2:33][CH2:32][NH:31][CH2:30][CH2:29]1)[CH:4]1[CH2:13][C:12]2[CH:11]=[C:10]([NH:14][C:15](=[O:26])[C:16]3[CH:21]=[CH:20][C:19]([S:22]([CH3:25])(=[O:24])=[O:23])=[CH:18][CH:17]=3)[CH:9]=[CH:8][C:7]=2[CH2:6][CH2:5]1)[CH3:2].C(N(CC)CC)C.[CH:41]([N:44]=[C:45]=[O:46])([CH3:43])[CH3:42]. Product: [CH:41]([NH:44][C:45]([N:31]1[CH2:30][CH2:29][CH:28]([CH2:27][N:3]([CH2:1][CH3:2])[CH:4]2[CH2:5][CH2:6][C:7]3[C:12](=[CH:11][C:10]([NH:14][C:15](=[O:26])[C:16]4[CH:21]=[CH:20][C:19]([S:22]([CH3:25])(=[O:23])=[O:24])=[CH:18][CH:17]=4)=[CH:9][CH:8]=3)[CH2:13]2)[CH2:33][CH2:32]1)=[O:46])([CH3:43])[CH3:42]. The catalyst class is: 2. (2) Reactant: [Si:1]([O:8][C@@H:9]([CH3:15])[C:10](OCC)=[O:11])([C:4]([CH3:7])([CH3:6])[CH3:5])([CH3:3])[CH3:2].CC(C[AlH]CC(C)C)C.CO.C(C(C(C([O-])=O)O)O)([O-])=O.[Na+].[K+]. Product: [Si:1]([O:8][C@@H:9]([CH3:15])[CH:10]=[O:11])([C:4]([CH3:7])([CH3:6])[CH3:5])([CH3:3])[CH3:2]. The catalyst class is: 2. (3) The catalyst class is: 6. Reactant: C[O:2][C:3]1[CH:4]=[CH:5][C:6]([C:10]([OH:12])=[O:11])=[N:7][C:8]=1[CH3:9].I.[O-]S([O-])=O.[Na+].[Na+]. Product: [OH:2][C:3]1[CH:4]=[CH:5][C:6]([C:10]([OH:12])=[O:11])=[N:7][C:8]=1[CH3:9].